Dataset: Experimentally validated miRNA-target interactions with 360,000+ pairs, plus equal number of negative samples. Task: Binary Classification. Given a miRNA mature sequence and a target amino acid sequence, predict their likelihood of interaction. (1) The miRNA is hsa-miR-548ap-3p with sequence AAAAACCACAAUUACUUUU. The protein sequence of the target gene is MEAWRCVRKGYGHCVVGRGRYPMFPHHSRSLGRDWTTPWENLQRCCWNRHISSCMRWPGHYSRAPYPYFSSRHFSLNWRPPCLFESRTQFQYCNWRPDNLSQTSLIHLSSYVMNAEGDEPSSKRRKHQGVIKRNWEYICSHDKEKTKILGDKNVDPKCEDSENKFDFSVMSYNILSQDLLEDNSHLYRHCRRPVLHWSFRFPNILKEIKHFDADVLCLQEVQEDHYGAEIRPSLESLGYHCEYKMRTGRKPDGCAICFKHSKFSLLSVNPVEFFRPDISLLDRDNVGLVLLLQPKIPYAA.... Result: 1 (interaction). (2) The miRNA is hsa-miR-223-3p with sequence UGUCAGUUUGUCAAAUACCCCA. The protein sequence of the target gene is MTKGRRFNPPSDKDGRWFPHIGLTQKTPESITSATSKEPQSPHLPRQAEGKLPPIYKVREKQAVNNQFPFSVHDNRHSLENSGCYLDSGLGRKKISPDKRQHVSRNFNLWACDYVPSCLDGFSNNQISYVYKEAMVVSSFRRFPRCYKEIWNAFTFLPERSYTEVLKKKPKVRFTVDKKVVSSLES. Result: 0 (no interaction). (3) Result: 0 (no interaction). The miRNA is hsa-miR-6787-3p with sequence UCUCAGCUGCUGCCCUCUCCAG. The protein sequence of the target gene is MWSGRKLGSSGGWFLRVLGPGGCNTKAARPLISSAVYVKNQLSGTLQIKPGVFNEYRTIWFKSYRTIFSCLNRIKSFRYPWARLYSTSQTTVDSGEVKTFLALAHKWWDEQGVYAPLHSMNDLRVPFIRDNLLKTIPNHQPGKPLLGMKILDVGCGGGLLTEPLGRLGASVIGIDPVDENIKTAQCHKSFDPVLDKRIEYRVCSLEEIVEETAETFDAVVASEVVEHVIDLETFLQCCCQVLKPGGSLFITTINKTQLSYALGIVFSEQIASIVPKGTHTWEKFVSPETLESILESNGLS.... (4) The miRNA is bta-miR-15b with sequence UAGCAGCACAUCAUGGUUUACA. The protein sequence of the target gene is MPNIVLFSGSSHQDLSQRVADRLGLELGKVVTKKFSNQETSVEIGESVRGEDVYIIQSGCGEINDNLMELLIMINACKIASSSRVTAVIPCFPYARQDKKDKSRAPISAKLVANMLSVAGADHIITMDLHASQIQGFFDIPVDNLYAEPAVLQWIRENITEWRNCIIVSPDAGGAKRVTSIADRLNVEFALIHKERKKANEVDRMVLVGDVKDRVAILVDDMADTCGTICHAADKLLSAGATKVYAILTHGIFSGPAISRINSAAFEAVVVTNTIPQEDKMKHCSKIQVIDISMILAEAI.... Result: 0 (no interaction). (5) The miRNA is hsa-miR-4314 with sequence CUCUGGGAAAUGGGACAG. The protein sequence of the target gene is MSKNTVSSARFRKVDVDEYDENKFVDEEDGGDGQAGPDEGEVDSCLRQGNMTAALQAALKNPPINTKSQAVKDRAGSIVLKVLISFKANDIEKAVQSLDKNGVDLLMKYIYKGFESPSDNSSAVLLQWHEKALAAGGVGSIVRVLTARKTV. Result: 0 (no interaction). (6) The miRNA is mmu-miR-34b-5p with sequence AGGCAGUGUAAUUAGCUGAUUGU. The protein sequence of the target gene is MGPTSPAARGQGRRWRPPLPLLLPLSLLLLRAQLAVGNLAVGSPSAAEAPGSAQVAGLCGRLTLHRDLRTGRWEPDPQRSRRCLLDPQRVLEYCRQMYPELHIARVEQAAQAIPMERWCGGTRSGRCAHPHHEVVPFHCLPGEFVSEALLVPEGCRFLHQERMDQCESSTRRHQEAQEACSSQGLILHGSGMLLPCGSDRFRGVEYVCCPPPATPNPSGMAAGDPSTRSWPLGGRAEGGEDEEEVESFPQPVDDYFVEPPQAEEEEEEEEERAPPPSSHTPVMVSRVTPTPRPTDGVDVY.... Result: 1 (interaction).